Dataset: Peptide-MHC class II binding affinity with 134,281 pairs from IEDB. Task: Regression. Given a peptide amino acid sequence and an MHC pseudo amino acid sequence, predict their binding affinity value. This is MHC class II binding data. (1) The peptide sequence is QITKIQNFRVYYRDSRDPIW. The MHC is HLA-DQA10103-DQB10603 with pseudo-sequence HLA-DQA10103-DQB10603. The binding affinity (normalized) is 0.535. (2) The peptide sequence is EDPLFQLVSKLYEVV. The MHC is DRB1_1101 with pseudo-sequence DRB1_1101. The binding affinity (normalized) is 0.541. (3) The peptide sequence is GRKDLKLVDVKLTSD. The MHC is DRB1_0101 with pseudo-sequence DRB1_0101. The binding affinity (normalized) is 0.525. (4) The peptide sequence is LHFSEALRIIAGTPE. The MHC is DRB1_1201 with pseudo-sequence DRB1_1201. The binding affinity (normalized) is 0.747. (5) The MHC is DRB1_1101 with pseudo-sequence DRB1_1101. The peptide sequence is IPLYRNGDFFISSKD. The binding affinity (normalized) is 0.297.